Dataset: Peptide-MHC class II binding affinity with 134,281 pairs from IEDB. Task: Regression. Given a peptide amino acid sequence and an MHC pseudo amino acid sequence, predict their binding affinity value. This is MHC class II binding data. (1) The peptide sequence is ITYVATATLPNYCRA. The MHC is HLA-DQA10102-DQB10602 with pseudo-sequence HLA-DQA10102-DQB10602. The binding affinity (normalized) is 0.287. (2) The peptide sequence is FRNIVNMLHGVRDGL. The binding affinity (normalized) is 0.449. The MHC is HLA-DPA10301-DPB10402 with pseudo-sequence HLA-DPA10301-DPB10402.